This data is from Forward reaction prediction with 1.9M reactions from USPTO patents (1976-2016). The task is: Predict the product of the given reaction. (1) Given the reactants [NH2:1][C@@:2]1([C:30]2[CH:35]=[CH:34][C:33]([F:36])=[C:32](Cl)[C:31]=2[F:38])[CH2:6][O:5][C@H:4]([CH2:7][O:8][C:9]([C:22]2[CH:27]=[CH:26][CH:25]=[CH:24][CH:23]=2)([C:16]2[CH:21]=[CH:20][CH:19]=[CH:18][CH:17]=2)[C:10]2[CH:15]=[CH:14][CH:13]=[CH:12][CH:11]=2)[C@H:3]1[CH2:28][OH:29].C([O-])=O.[NH4+], predict the reaction product. The product is: [NH2:1][C@@:2]1([C:30]2[CH:35]=[CH:34][C:33]([F:36])=[CH:32][C:31]=2[F:38])[CH2:6][O:5][C@H:4]([CH2:7][O:8][C:9]([C:16]2[CH:21]=[CH:20][CH:19]=[CH:18][CH:17]=2)([C:22]2[CH:27]=[CH:26][CH:25]=[CH:24][CH:23]=2)[C:10]2[CH:11]=[CH:12][CH:13]=[CH:14][CH:15]=2)[C@H:3]1[CH2:28][OH:29]. (2) The product is: [Br:1][C:2]1[CH:3]=[C:4]2[C:8](=[CH:9][CH:10]=1)[C:7](=[O:11])[N:6]([C:12]([CH3:18])([CH3:17])[CH2:13][C:14]([O:16][C:19]([CH3:22])([CH3:21])[CH3:20])=[O:15])[CH2:5]2. Given the reactants [Br:1][C:2]1[CH:3]=[C:4]2[C:8](=[CH:9][CH:10]=1)[C:7](=[O:11])[N:6]([C:12]([CH3:18])([CH3:17])[CH2:13][C:14]([OH:16])=[O:15])[CH2:5]2.[C:19](OC(=N)C(Cl)(Cl)Cl)([CH3:22])([CH3:21])[CH3:20], predict the reaction product. (3) Given the reactants [Br:1][C:2]1[CH:10]=[CH:9][C:5]([C:6](O)=[O:7])=[CH:4][C:3]=1[Cl:11].[CH3:12][NH:13][CH3:14].C1COCC1.C(N(CC)C(C)C)(C)C.F[P-](F)(F)(F)(F)F.N1(OC(N(C)C)=[N+](C)C)C2N=CC=CC=2N=N1, predict the reaction product. The product is: [Br:1][C:2]1[CH:10]=[CH:9][C:5]([C:6]([N:13]([CH3:14])[CH3:12])=[O:7])=[CH:4][C:3]=1[Cl:11]. (4) Given the reactants S([N:11]=[N+:12]=[N-])(C1C=CC(C)=CC=1)(=O)=O.[C:14]([O:20][CH2:21][CH3:22])(=[O:19])[CH2:15][C:16]([CH3:18])=[O:17], predict the reaction product. The product is: [N+:11](=[C:15]([C:16](=[O:17])[CH3:18])[C:14]([O:20][CH2:21][CH3:22])=[O:19])=[N-:12]. (5) Given the reactants C[Si](C)(C)[C:3]#[C:4][CH:5]=[CH:6][C:7]#[C:8][CH2:9][CH2:10][CH2:11][CH3:12].CCCC[N+](CCCC)(CCCC)CCCC.[F-], predict the reaction product. The product is: [CH:3]#[C:4][CH:5]=[CH:6][C:7]#[C:8][CH2:9][CH2:10][CH2:11][CH3:12]. (6) Given the reactants [C:1]1([CH:7]([O:14][C:15]([C:17]2[N:18]3[CH:21]([S:22][CH2:23][C:24]=2[CH2:25]Cl)[CH:20]([NH:27][C:28](=[O:30])[CH3:29])[C:19]3=[O:31])=[O:16])[C:8]2[CH:13]=[CH:12][CH:11]=[CH:10][CH:9]=2)[CH:6]=[CH:5][CH:4]=[CH:3][CH:2]=1.[I-:32].[Na+], predict the reaction product. The product is: [C:1]1([CH:7]([O:14][C:15]([C:17]2[N:18]3[CH:21]([S:22][CH2:23][C:24]=2[CH2:25][I:32])[CH:20]([NH:27][C:28](=[O:30])[CH3:29])[C:19]3=[O:31])=[O:16])[C:8]2[CH:13]=[CH:12][CH:11]=[CH:10][CH:9]=2)[CH:6]=[CH:5][CH:4]=[CH:3][CH:2]=1.